Dataset: Forward reaction prediction with 1.9M reactions from USPTO patents (1976-2016). Task: Predict the product of the given reaction. (1) Given the reactants [NH2:1][C:2]1[N:7]2[N:8]=[CH:9][C:10]([C:11]3[CH:16]=[CH:15][CH:14]=[C:13]([N:17]4[CH2:22][CH2:21][N:20]([CH3:23])[CH2:19][CH2:18]4)[CH:12]=3)=[C:6]2[N:5]=[CH:4][C:3]=1[C:24]1[CH:25]=[C:26]([NH:30][S:31]([C:34]2[CH:39]=[CH:38][CH:37]=[CH:36][C:35]=2[Cl:40])(=[O:33])=[O:32])[CH:27]=[CH:28][CH:29]=1.C([O-])([O-])=O.[K+].[K+].[CH2:47]([Br:54])[C:48]1[CH:53]=[CH:52][CH:51]=[CH:50][CH:49]=1, predict the reaction product. The product is: [Br-:54].[NH2:1][C:2]1[N:7]2[N:8]=[CH:9][C:10]([C:11]3[CH:12]=[C:13]([N:17]4[CH2:18][CH2:19][N+:20]([CH2:47][C:48]5[CH:53]=[CH:52][CH:51]=[CH:50][CH:49]=5)([CH3:23])[CH2:21][CH2:22]4)[CH:14]=[CH:15][CH:16]=3)=[C:6]2[N:5]=[CH:4][C:3]=1[C:24]1[CH:29]=[CH:28][CH:27]=[C:26]([NH:30][S:31]([C:34]2[CH:39]=[CH:38][CH:37]=[CH:36][C:35]=2[Cl:40])(=[O:32])=[O:33])[CH:25]=1. (2) Given the reactants [C:1]([O:5][C:6](=[O:14])[NH:7][C@H:8]([C:11](=O)[NH2:12])[CH2:9][CH3:10])([CH3:4])([CH3:3])[CH3:2].F[B-](F)(F)F.C([O+](CC)CC)C.[F:27][C:28]1[CH:29]=[C:30]([NH:35][C:36]2[CH:37]=[N:38][CH:39]=[C:40]([F:42])[CH:41]=2)[C:31](N)=[CH:32][CH:33]=1, predict the reaction product. The product is: [C:1]([O:5][C:6](=[O:14])[NH:7][C@H:8]([C:11]1[N:35]([C:36]2[CH:37]=[N:38][CH:39]=[C:40]([F:42])[CH:41]=2)[C:30]2[CH:29]=[C:28]([F:27])[CH:33]=[CH:32][C:31]=2[N:12]=1)[CH2:9][CH3:10])([CH3:4])([CH3:3])[CH3:2].